The task is: Predict hERG channel inhibition at various concentrations.. This data is from hERG Central: cardiac toxicity at 1µM, 10µM, and general inhibition. (1) The molecule is Brc1ccc(-[n+]2c(-c3ccccc3)cc(-c3ccccc3)cc2-c2ccccc2)cc1.[O-][Cl+3]([O-])([O-])[O-]. Results: hERG_inhib (hERG inhibition (general)): blocker. (2) The compound is CC(=O)c1ccc(C(=O)N2CCC(CO)(Cc3cccc(C(F)(F)F)c3)CC2)cc1. Results: hERG_inhib (hERG inhibition (general)): blocker. (3) The compound is CCOCCn1c(=O)c2c(nc3n2CC(C)CN3CCc2ccccc2)n(C)c1=O. Results: hERG_inhib (hERG inhibition (general)): blocker. (4) The compound is COc1ccc(-n2c(/C=C/c3ccc4c(c3)OCO4)nc3ccccc3c2=O)cc1. Results: hERG_inhib (hERG inhibition (general)): blocker. (5) The drug is O=C(CSc1nc2ccc([N+](=O)[O-])cc2s1)NCC1CCCO1. Results: hERG_inhib (hERG inhibition (general)): blocker. (6) The compound is CCN(CC)CCn1c2c(c(SCC(=O)Nc3ccccc3Cl)nc1=O)CCC2. Results: hERG_inhib (hERG inhibition (general)): blocker. (7) The compound is O=C1CC(c2ccccc2)CC(=NCCO)/C1=C(\O)CCCN1C(=O)c2ccccc2C1=O. Results: hERG_inhib (hERG inhibition (general)): blocker. (8) The compound is CC1CCN(CCCNC(=O)c2ccc(CSCc3cccc(Cl)c3)o2)CC1. Results: hERG_inhib (hERG inhibition (general)): blocker.